Task: Predict the reactants needed to synthesize the given product.. Dataset: Full USPTO retrosynthesis dataset with 1.9M reactions from patents (1976-2016) (1) The reactants are: [N:1]1([C:7]2[N:12]3[N:13]=[C:14]([C:16]4[CH:21]=[CH:20][N:19]=[CH:18][CH:17]=4)[CH:15]=[C:11]3[N:10]=[C:9]([NH:22][NH2:23])[CH:8]=2)[CH2:6][CH2:5][O:4][CH2:3][CH2:2]1.[C:24]([C:27]1[CH:28]=[C:29]([CH:32]=[CH:33][CH:34]=1)[CH:30]=O)(=[O:26])[CH3:25]. Given the product [C:24]([C:27]1[CH:28]=[C:29]([CH:32]=[CH:33][CH:34]=1)[CH:30]=[N:23][NH:22][C:9]1[CH:8]=[C:7]([N:1]2[CH2:6][CH2:5][O:4][CH2:3][CH2:2]2)[N:12]2[N:13]=[C:14]([C:16]3[CH:17]=[CH:18][N:19]=[CH:20][CH:21]=3)[CH:15]=[C:11]2[N:10]=1)(=[O:26])[CH3:25], predict the reactants needed to synthesize it. (2) Given the product [CH3:32][S:33]([O:15][CH2:14][C:13]1[C:12]([N:11]([CH2:10][CH2:9][O:1][Si:2]([C:5]([CH3:7])([CH3:8])[CH3:6])([CH3:4])[CH3:3])[CH:24]2[CH2:25][CH2:26][O:27][CH2:28][CH2:29]2)=[N:19][CH:18]=[C:17]([C:20]([F:23])([F:21])[F:22])[CH:16]=1)(=[O:35])=[O:34], predict the reactants needed to synthesize it. The reactants are: [O:1]([CH2:9][CH2:10][N:11]([CH:24]1[CH2:29][CH2:28][O:27][CH2:26][CH2:25]1)[C:12]1[N:19]=[CH:18][C:17]([C:20]([F:23])([F:22])[F:21])=[CH:16][C:13]=1[CH:14]=[O:15])[Si:2]([C:5]([CH3:8])([CH3:7])[CH3:6])([CH3:4])[CH3:3].[BH4-].[Na+].[CH3:32][S:33](Cl)(=[O:35])=[O:34]. (3) Given the product [CH2:5]=[C:4]([F:2])[C:7]([F:10])([F:9])[F:8].[CH2:1]([F:3])[F:2], predict the reactants needed to synthesize it. The reactants are: [CH2:1]([F:3])[F:2].[CH:4](/[C:7]([F:10])([F:9])[F:8])=[CH:5]\F. (4) The reactants are: [Br:1][C:2]1[N:7]=[CH:6][C:5]([O:8][CH2:9][C:10]([CH3:23])([OH:22])[CH2:11][CH2:12][N:13]2[CH:17]=[C:16]([N+:18]([O-:20])=[O:19])[N:15]=[C:14]2Cl)=[CH:4][CH:3]=1.[H-].[Na+]. Given the product [Br:1][C:2]1[N:7]=[CH:6][C:5]([O:8][CH2:9][C:10]2([CH3:23])[O:22][C:14]3=[N:15][C:16]([N+:18]([O-:20])=[O:19])=[CH:17][N:13]3[CH2:12][CH2:11]2)=[CH:4][CH:3]=1, predict the reactants needed to synthesize it. (5) Given the product [F:12][C:9]([F:10])([F:11])[C:7]1[CH:6]=[C:5]([C@H:13]([O:15][C@@H:16]2[C@@H:21]([C:22]3[CH:23]=[CH:24][C:25]([F:28])=[CH:26][CH:27]=3)[C@H:20]([CH2:29][N:30]3[CH2:35][CH2:34][N:33]([CH:43]4[CH2:44][CH2:45][N:40]([CH3:39])[CH2:41][CH2:42]4)[CH2:32][C:31]3=[O:36])[CH2:19][CH2:18][O:17]2)[CH3:14])[CH:4]=[C:3]([C:2]([F:1])([F:37])[F:38])[CH:8]=1, predict the reactants needed to synthesize it. The reactants are: [F:1][C:2]([F:38])([F:37])[C:3]1[CH:4]=[C:5]([C@H:13]([O:15][C@@H:16]2[C@@H:21]([C:22]3[CH:27]=[CH:26][C:25]([F:28])=[CH:24][CH:23]=3)[C@H:20]([CH2:29][N:30]3[CH2:35][CH2:34][NH:33][CH2:32][C:31]3=[O:36])[CH2:19][CH2:18][O:17]2)[CH3:14])[CH:6]=[C:7]([C:9]([F:12])([F:11])[F:10])[CH:8]=1.[CH3:39][N:40]1[CH2:45][CH2:44][C:43](=O)[CH2:42][CH2:41]1.